From a dataset of Catalyst prediction with 721,799 reactions and 888 catalyst types from USPTO. Predict which catalyst facilitates the given reaction. (1) Reactant: [C:1]([S:5][CH2:6][C:7]1[CH:12]=[CH:11][C:10]([C:13]([C:18]2[CH:31]=[CH:30][C:21]([O:22][CH2:23][C@H:24]3[O:28][C:27](=[O:29])[CH2:26][CH2:25]3)=[C:20]([CH3:32])[CH:19]=2)([CH2:16][CH3:17])[CH2:14][CH3:15])=[CH:9][C:8]=1[CH3:33])([CH3:4])([CH3:3])[CH3:2].C[O:35]C(=O)C1C=CC(C(CC)(C2C=CC(O)=C(C)C=2)CC)=CC=1C.[OH-].[K+]. Product: [C:1]([S:5][CH2:6][C:7]1[CH:12]=[CH:11][C:10]([C:13]([C:18]2[CH:31]=[CH:30][C:21]([O:22][CH2:23][C@@H:24]([OH:35])[CH2:25][CH2:26][C:27]([OH:28])=[O:29])=[C:20]([CH3:32])[CH:19]=2)([CH2:14][CH3:15])[CH2:16][CH3:17])=[CH:9][C:8]=1[CH3:33])([CH3:4])([CH3:2])[CH3:3]. The catalyst class is: 5. (2) Reactant: [C:10](P([C:10]([CH3:13])([CH3:12])[CH3:11])[C:10]([CH3:13])([CH3:12])[CH3:11])([CH3:13])([CH3:12])[CH3:11].[C:14]([C:18]1[CH:23]=[C:22]([CH3:24])[C:21](Br)=[C:20]([CH3:26])[CH:19]=1)([CH3:17])([CH3:16])[CH3:15].[C:27](O[Na])(C)(C)C.[C:33]1([NH:39][C:40]2[CH:45]=[CH:44][C:43]([NH:46][C:47]3[CH:52]=[CH:51][CH:50]=[CH:49][CH:48]=3)=[CH:42][CH:41]=2)[CH:38]=[CH:37][CH:36]=[CH:35][CH:34]=1.[C:53]1([CH3:59])[CH:58]=[CH:57][CH:56]=[CH:55][CH:54]=1. Product: [C:47]1([N:46]([C:13]2[C:56]([CH3:55])=[CH:57][C:58]([C:53]([CH3:54])([CH3:59])[CH3:27])=[CH:12][C:10]=2[CH3:11])[C:43]2[CH:44]=[CH:45][C:40]([N:39]([C:33]3[CH:38]=[CH:37][CH:36]=[CH:35][CH:34]=3)[C:21]3[C:22]([CH3:24])=[CH:23][C:18]([C:14]([CH3:17])([CH3:16])[CH3:15])=[CH:19][C:20]=3[CH3:26])=[CH:41][CH:42]=2)[CH:52]=[CH:51][CH:50]=[CH:49][CH:48]=1. The catalyst class is: 110. (3) Reactant: I([O-])(=O)(=O)=[O:2].[Na+].[C:7]([C:11]1[CH:16]=[CH:15][C:14]([S:17][CH3:18])=[C:13]([N+:19]([O-:21])=[O:20])[CH:12]=1)([CH3:10])([CH3:9])[CH3:8]. The catalyst class is: 799. Product: [C:7]([C:11]1[CH:16]=[CH:15][C:14]([S:17]([CH3:18])=[O:2])=[C:13]([N+:19]([O-:21])=[O:20])[CH:12]=1)([CH3:10])([CH3:8])[CH3:9]. (4) Product: [F:1][C:2]1[CH:3]=[C:4]([CH3:8])[CH:5]=[CH:6][C:7]=1[CH:28]=[O:29]. Reactant: [F:1][C:2]1[CH:3]=[C:4]([CH3:8])[CH:5]=[CH:6][CH:7]=1.C([Li])CCC.CN(CCN(CCN(C)C)C)C.CN(C)[CH:28]=[O:29]. The catalyst class is: 7. (5) Product: [Cl:1][C:2]1[CH:3]=[C:4]([C:9]2[C:21]([O:22][CH3:23])=[CH:20][C:12]([C:13]([NH:15][S:16]([CH3:19])(=[O:18])=[O:17])=[O:14])=[C:11]([F:24])[CH:10]=2)[CH:5]=[N:6][C:7]=1[O:39][C:33]1[CH:34]=[C:35]([CH3:38])[CH:36]=[CH:37][C:32]=1[Cl:31]. The catalyst class is: 16. Reactant: [Cl:1][C:2]1[CH:3]=[C:4]([C:9]2[C:21]([O:22][CH3:23])=[CH:20][C:12]([C:13]([NH:15][S:16]([CH3:19])(=[O:18])=[O:17])=[O:14])=[C:11]([F:24])[CH:10]=2)[CH:5]=[N:6][C:7]=1F.C(=O)([O-])[O-].[Cs+].[Cs+].[Cl:31][C:32]1[CH:37]=[CH:36][C:35]([CH3:38])=[CH:34][C:33]=1[OH:39].